Task: Predict the reaction yield, written as a fraction of the theoretical maximum amount of product (1.0 means a 100% yield; for example, 0.34 means a 34% yield).. Dataset: Reaction yield outcomes from USPTO patents with 853,638 reactions (1) The reactants are [CH3:1][O:2][CH2:3][C@H:4]([CH3:36])[O:5][C:6]1[CH:7]=[C:8]([C:23]2[NH:27][C:26]([C:28]3[S:29][C:30]([C:33](O)=[O:34])=[CH:31][N:32]=3)=[CH:25][CH:24]=2)[CH:9]=[C:10]([O:12][C:13]2[CH:18]=[CH:17][C:16]([S:19]([CH3:22])(=[O:21])=[O:20])=[CH:15][CH:14]=2)[CH:11]=1.Cl.[CH3:38][NH:39][CH3:40].CN(C(ON1N=NC2C=CC=NC1=2)=[N+](C)C)C.F[P-](F)(F)(F)(F)F.C(N(CC)C(C)C)(C)C. The catalyst is CN(C)C=O.C(OCC)(=O)C.O. The product is [CH3:1][O:2][CH2:3][C@H:4]([CH3:36])[O:5][C:6]1[CH:7]=[C:8]([C:23]2[NH:27][C:26]([C:28]3[S:29][C:30]([C:33]([N:39]([CH3:40])[CH3:38])=[O:34])=[CH:31][N:32]=3)=[CH:25][CH:24]=2)[CH:9]=[C:10]([O:12][C:13]2[CH:14]=[CH:15][C:16]([S:19]([CH3:22])(=[O:21])=[O:20])=[CH:17][CH:18]=2)[CH:11]=1. The yield is 0.900. (2) The yield is 0.200. The reactants are [CH2:1]([O:3][C:4](=[O:12])[C:5](=O)[CH:6]([Cl:10])[C:7](=O)[CH3:8])[CH3:2].[NH2:13][C:14]1[CH:18]=[CH:17][NH:16][N:15]=1.N1CCCCC1. The product is [CH2:1]([O:3][C:4]([C:5]1[C:6]([Cl:10])=[C:7]([CH3:8])[N:15]2[N:16]=[CH:17][CH:18]=[C:14]2[N:13]=1)=[O:12])[CH3:2]. The catalyst is CC#N.CCO. (3) The yield is 0.870. The product is [N:34]1([C:39]([CH2:2][CH2:3][CH2:4][O:5][C:6]2[CH:15]=[C:14]3[C:9]([C:10]([O:16][C:17]4[CH:22]=[CH:21][C:20]([CH3:23])=[CH:19][C:18]=4[C:24]([C:26]4[CH:31]=[CH:30][CH:29]=[CH:28][CH:27]=4)=[O:25])=[CH:11][CH:12]=[N:13]3)=[CH:8][C:7]=2[O:32][CH3:33])=[O:40])[CH:38]=[CH:37][N:36]=[CH:35]1. The reactants are Cl[CH2:2][CH2:3][CH2:4][O:5][C:6]1[CH:15]=[C:14]2[C:9]([C:10]([O:16][C:17]3[CH:22]=[CH:21][C:20]([CH3:23])=[CH:19][C:18]=3[C:24]([C:26]3[CH:31]=[CH:30][CH:29]=[CH:28][CH:27]=3)=[O:25])=[CH:11][CH:12]=[N:13]2)=[CH:8][C:7]=1[O:32][CH3:33].[NH:34]1[CH:38]=[CH:37][N:36]=[CH:35]1.[C:39](=O)([O-])[O-:40].[K+].[K+].O. The catalyst is CN(C)C=O.